Dataset: Full USPTO retrosynthesis dataset with 1.9M reactions from patents (1976-2016). Task: Predict the reactants needed to synthesize the given product. (1) Given the product [C:19]1([CH:18]([C:25]2[CH:26]=[CH:27][CH:28]=[CH:29][CH:30]=2)[N:14]2[CH:15]=[CH:16][CH:17]=[C:12]([C:10]([NH:9][C@@H:5]([CH2:4][CH2:3][CH2:2][NH:1][C:45]([O:47][CH2:48][CH:49]3[C:50]4[CH:51]=[CH:52][CH:53]=[CH:54][C:55]=4[C:56]4[C:61]3=[CH:60][CH:59]=[CH:58][CH:57]=4)=[O:46])[C:6]([OH:8])=[O:7])=[O:11])[C:13]2=[O:31])[CH:24]=[CH:23][CH:22]=[CH:21][CH:20]=1, predict the reactants needed to synthesize it. The reactants are: [NH2:1][CH2:2][CH2:3][CH2:4][C@H:5]([NH:9][C:10]([C:12]1[C:13](=[O:31])[N:14]([CH:18]([C:25]2[CH:30]=[CH:29][CH:28]=[CH:27][CH:26]=2)[C:19]2[CH:24]=[CH:23][CH:22]=[CH:21][CH:20]=2)[CH:15]=[CH:16][CH:17]=1)=[O:11])[C:6]([OH:8])=[O:7].C(O)(C(F)(F)F)=O.C([O-])([O-])=O.[Na+].[Na+].[C:45](Cl)([O:47][CH2:48][CH:49]1[C:61]2[C:56](=[CH:57][CH:58]=[CH:59][CH:60]=2)[C:55]2[C:50]1=[CH:51][CH:52]=[CH:53][CH:54]=2)=[O:46]. (2) Given the product [F:14][C:15]1[CH:20]=[C:19]([F:21])[CH:18]=[CH:17][C:16]=1[CH2:22][CH2:23][C:24]1[O:11][C:10]([C:8]2[CH:7]=[CH:6][C:5]3[NH:1][CH:2]=[N:3][C:4]=3[CH:9]=2)=[N:12][N:13]=1, predict the reactants needed to synthesize it. The reactants are: [N:1]1[C:5]2[CH:6]=[CH:7][C:8]([C:10]([NH:12][NH2:13])=[O:11])=[CH:9][C:4]=2[NH:3][CH:2]=1.[F:14][C:15]1[CH:20]=[C:19]([F:21])[CH:18]=[CH:17][C:16]=1[CH2:22][CH2:23][C:24](O)=O.